Dataset: Full USPTO retrosynthesis dataset with 1.9M reactions from patents (1976-2016). Task: Predict the reactants needed to synthesize the given product. (1) Given the product [C:36]([C:34]1[CH:35]=[C:27]([NH:26][C:22]2[N:21]=[C:20]([O:19][C:12]3[C:13]4[C:18](=[CH:17][CH:16]=[CH:15][CH:14]=4)[C:9]([NH:8][C:6](=[O:7])[O:5][C:1]([CH3:3])([CH3:4])[CH3:2])=[CH:10][CH:11]=3)[CH:25]=[CH:24][N:23]=2)[CH:28]=[C:29]([C:30](=[O:32])[NH:53][C@H:48]([CH3:49])[CH2:47][N:52]2[CH2:51][CH2:50][O:75][CH2:68][CH2:70]2)[CH:33]=1)#[CH:37], predict the reactants needed to synthesize it. The reactants are: [C:1]([O:5][C:6]([NH:8][C:9]1[C:18]2[C:13](=[CH:14][CH:15]=[CH:16][CH:17]=2)[C:12]([O:19][C:20]2[CH:25]=[CH:24][N:23]=[C:22]([NH:26][C:27]3[CH:28]=[C:29]([CH:33]=[C:34]([C:36]#[CH:37])[CH:35]=3)[C:30]([OH:32])=O)[N:21]=2)=[CH:11][CH:10]=1)=[O:7])([CH3:4])([CH3:3])[CH3:2].CN(C(ON1N=[N:53][C:48]2[CH:49]=[CH:50][CH:51]=[N:52][C:47]1=2)=[N+](C)C)C.F[P-](F)(F)(F)(F)F.CCN([CH:68]([CH3:70])C)C(C)C.CN(C=[O:75])C. (2) Given the product [Br:1][C:2]1[C:7]([O:8][CH3:9])=[CH:6][CH:5]=[C:4]([N+:10]([O-:12])=[O:11])[N:3]=1, predict the reactants needed to synthesize it. The reactants are: [Br:1][C:2]1[C:7]([O:8][CH3:9])=[CH:6][CH:5]=[CH:4][N:3]=1.[N+:10]([O-])([OH:12])=[O:11].OS(O)(=O)=O.